This data is from Forward reaction prediction with 1.9M reactions from USPTO patents (1976-2016). The task is: Predict the product of the given reaction. (1) Given the reactants [CH3:1][O:2][C:3]1[CH:41]=[CH:40][C:6]([CH2:7][N:8]([CH2:31][C:32]2[CH:37]=[CH:36][C:35]([O:38][CH3:39])=[CH:34][CH:33]=2)[C:9]2[N:14]=[C:13]([CH3:15])[N:12]=[C:11]([C:16]3[C:17]([NH:23][C:24]4[CH:25]=[CH:26][C:27]([NH2:30])=[N:28][CH:29]=4)=[N:18][CH:19]=[C:20]([Cl:22])[CH:21]=3)[N:10]=2)=[CH:5][CH:4]=1.[CH3:42][O:43][CH2:44][CH2:45][O:46][C:47]1[CH:52]=[CH:51][C:50]([NH:53][C:54](=O)[O:55]C2C=CC([N+]([O-])=O)=CC=2)=[CH:49][CH:48]=1.CCN(CC)CC, predict the reaction product. The product is: [CH3:39][O:38][C:35]1[CH:34]=[CH:33][C:32]([CH2:31][N:8]([CH2:7][C:6]2[CH:5]=[CH:4][C:3]([O:2][CH3:1])=[CH:41][CH:40]=2)[C:9]2[N:14]=[C:13]([CH3:15])[N:12]=[C:11]([C:16]3[C:17]([NH:23][C:24]4[CH:25]=[CH:26][C:27]([NH:30][C:54]([NH:53][C:50]5[CH:49]=[CH:48][C:47]([O:46][CH2:45][CH2:44][O:43][CH3:42])=[CH:52][CH:51]=5)=[O:55])=[N:28][CH:29]=4)=[N:18][CH:19]=[C:20]([Cl:22])[CH:21]=3)[N:10]=2)=[CH:37][CH:36]=1. (2) Given the reactants [CH:1]1([C:6]([C:9]2[C:21]3[CH2:20][C:19]4[C:14](=[CH:15][C:16]([C:22]([CH3:25])([CH3:24])[CH3:23])=[CH:17][CH:18]=4)[C:13]=3[CH:12]=[C:11]([C:26]([CH3:29])([CH3:28])[CH3:27])[CH:10]=2)([CH3:8])[CH3:7])[CH:5]=[CH:4][CH:3]=[CH:2]1.[Li]CCCC.Cl[Si:36]([CH3:39])([CH3:38])[CH3:37], predict the reaction product. The product is: [CH3:37][Si:36]([CH3:39])([CH3:38])[C:3]1[CH:4]=[CH:5][CH:1]([C:6]([C:9]2[C:21]3[CH2:20][C:19]4[C:14](=[CH:15][C:16]([C:22]([CH3:25])([CH3:24])[CH3:23])=[CH:17][CH:18]=4)[C:13]=3[CH:12]=[C:11]([C:26]([CH3:29])([CH3:28])[CH3:27])[CH:10]=2)([CH3:8])[CH3:7])[CH:2]=1. (3) Given the reactants [CH3:1][O:2][C:3]1[CH:4]=[C:5]([CH:7]=[CH:8][C:9]=1[C:10]1[O:14][CH:13]=[N:12][CH:11]=1)[NH2:6].[CH2:15]([C:17]1[S:21][C:20]([CH:22]=O)=[CH:19][CH:18]=1)[CH3:16], predict the reaction product. The product is: [CH2:15]([C:17]1[S:21][C:20]([CH2:22][NH:6][C:5]2[CH:7]=[CH:8][C:9]([C:10]3[O:14][CH:13]=[N:12][CH:11]=3)=[C:3]([O:2][CH3:1])[CH:4]=2)=[CH:19][CH:18]=1)[CH3:16]. (4) Given the reactants O.[NH2:2][NH2:3].[CH3:4][C:5]([CH3:12])([CH3:11])[C:6](=O)[CH2:7][C:8]#[N:9], predict the reaction product. The product is: [C:5]([C:6]1[CH:7]=[C:8]([NH2:9])[N:3]([CH2:4][CH2:5][CH2:6][CH2:7][CH3:8])[N:2]=1)([CH3:12])([CH3:11])[CH3:4]. (5) Given the reactants [CH2:1]([O:3][C:4](=[O:14])[CH2:5][C:6]1[CH:11]=[CH:10][CH:9]=[C:8]([NH:12][CH3:13])[CH:7]=1)[CH3:2].[Cl:15][CH2:16][C:17](Cl)=[O:18], predict the reaction product. The product is: [CH2:1]([O:3][C:4](=[O:14])[CH2:5][C:6]1[CH:11]=[CH:10][CH:9]=[C:8]([N:12]([C:17](=[O:18])[CH2:16][Cl:15])[CH3:13])[CH:7]=1)[CH3:2]. (6) The product is: [CH3:26][O:25][C:10]1[C:9]([NH:8][C:34]([NH:35][C:36]2[C:45]3[C:40](=[CH:41][CH:42]=[CH:43][CH:44]=3)[C:39]([O:46][C:47]3[CH:52]=[CH:51][N:50]=[C:49]([NH:53][C:54]4[CH:59]=[C:58]([O:60][CH2:61][CH2:62][O:63][CH2:64][CH2:65][O:66][CH2:67][CH2:68][O:69][CH3:70])[CH:57]=[C:56]([O:71][CH3:72])[CH:55]=4)[N:48]=3)=[CH:38][CH:37]=2)=[O:33])=[CH:18][C:17]([N:19]2[CH2:24][CH2:23][O:22][CH2:21][CH2:20]2)=[CH:16][C:11]=1[C:12]([NH:14][CH3:15])=[O:13]. Given the reactants C(N(CC)CC)C.[NH2:8][C:9]1[C:10]([O:25][CH3:26])=[C:11]([CH:16]=[C:17]([N:19]2[CH2:24][CH2:23][O:22][CH2:21][CH2:20]2)[CH:18]=1)[C:12]([NH:14][CH3:15])=[O:13].C1([O:33][C:34](=O)[NH:35][C:36]2[C:45]3[C:40](=[CH:41][CH:42]=[CH:43][CH:44]=3)[C:39]([O:46][C:47]3[CH:52]=[CH:51][N:50]=[C:49]([NH:53][C:54]4[CH:59]=[C:58]([O:60][CH2:61][CH2:62][O:63][CH2:64][CH2:65][O:66][CH2:67][CH2:68][O:69][CH3:70])[CH:57]=[C:56]([O:71][CH3:72])[CH:55]=4)[N:48]=3)=[CH:38][CH:37]=2)C=CC=CC=1, predict the reaction product. (7) Given the reactants [CH:1]1([CH2:4][C@H:5]([NH:12][C:13]([C:15]2[CH:20]=[CH:19][C:18]([N:21]3[CH2:24][C:23]([F:26])([F:25])[CH2:22]3)=[C:17]([O:27][CH2:28][CH:29]3[CH2:31][CH2:30]3)[N:16]=2)=[O:14])[C:6]2[N:10]=[C:9]([CH3:11])[O:8][N:7]=2)[CH2:3][CH2:2]1.[CH3:32]I.[H-].[Na+], predict the reaction product. The product is: [CH:1]1([CH2:4][C@H:5]([N:12]([CH3:32])[C:13]([C:15]2[CH:20]=[CH:19][C:18]([N:21]3[CH2:22][C:23]([F:25])([F:26])[CH2:24]3)=[C:17]([O:27][CH2:28][CH:29]3[CH2:31][CH2:30]3)[N:16]=2)=[O:14])[C:6]2[N:10]=[C:9]([CH3:11])[O:8][N:7]=2)[CH2:2][CH2:3]1. (8) The product is: [Cl:31][C:29]1[N:28]=[N:27][C:26]([CH3:32])=[C:25]([C:6]2[CH:7]=[C:8]([N:9]3[CH2:10][CH2:11][O:12][CH2:13][CH2:14]3)[C:3]([O:2][CH3:1])=[N:4][CH:5]=2)[CH:30]=1. Given the reactants [CH3:1][O:2][C:3]1[C:8]([N:9]2[CH2:14][CH2:13][O:12][CH2:11][CH2:10]2)=[CH:7][C:6](B2OC(C)(C)C(C)(C)O2)=[CH:5][N:4]=1.Cl[C:25]1[CH:30]=[C:29]([Cl:31])[N:28]=[N:27][C:26]=1[CH3:32].C(=O)([O-])[O-].[Cs+].[Cs+].C(P(C(C)(C)C)C(C)(C)C)(C)(C)C, predict the reaction product. (9) Given the reactants [CH2:1]([N:11]1[CH2:16][CH2:15][N:14]([C:17](=[O:27])[CH2:18][NH:19][C:20]2[CH:25]=[CH:24][C:23]([OH:26])=[CH:22][CH:21]=2)[CH2:13][CH2:12]1)[C:2]1[CH:10]=[CH:9][C:8]2[O:7][CH2:6][O:5][C:4]=2[CH:3]=1.C(O)(=O)C.C(O[C:35]1(O[Si](C)(C)C)[CH2:37][CH2:36]1)C.C([BH3-])#N.[Na+], predict the reaction product. The product is: [CH2:1]([N:11]1[CH2:16][CH2:15][N:14]([C:17](=[O:27])[CH2:18][N:19]([CH:35]2[CH2:37][CH2:36]2)[C:20]2[CH:21]=[CH:22][C:23]([OH:26])=[CH:24][CH:25]=2)[CH2:13][CH2:12]1)[C:2]1[CH:10]=[CH:9][C:8]2[O:7][CH2:6][O:5][C:4]=2[CH:3]=1. (10) The product is: [Br:34][CH2:4][CH2:3][CH:2]([CH3:1])[CH2:6][C:7]([CH3:10])([CH3:9])[CH3:8]. Given the reactants [CH3:1][CH:2]([CH2:6][C:7]([CH3:10])([CH3:9])[CH3:8])[CH2:3][CH2:4]O.C1(P(C2C=CC=CC=2)C2C=CC=CC=2)C=CC=CC=1.C(Cl)(Cl)Cl.[Br:34]N1C(=O)CCC1=O, predict the reaction product.